Dataset: Reaction yield outcomes from USPTO patents with 853,638 reactions. Task: Predict the reaction yield, written as a fraction of the theoretical maximum amount of product (1.0 means a 100% yield; for example, 0.34 means a 34% yield). (1) The reactants are [CH3:1][S:2][C:3]1[N:8]=[CH:7][C:6]([C:9](=[O:11])[CH3:10])=[CH:5][N:4]=1.[CH3:12][O:13][N:14]=[C:15]1[C:23]2[C:18](=[CH:19][C:20]([CH:24]=O)=[CH:21][CH:22]=2)[CH2:17][CH2:16]1. No catalyst specified. The product is [CH3:12][O:13][N:14]=[C:15]1[C:23]2[C:18](=[CH:19][C:20](/[CH:24]=[CH:10]/[C:9]([C:6]3[CH:7]=[N:8][C:3]([S:2][CH3:1])=[N:4][CH:5]=3)=[O:11])=[CH:21][CH:22]=2)[CH2:17][CH2:16]1. The yield is 0.280. (2) The reactants are [CH:1]1CC[CH2:6][CH2:5][CH2:4][CH2:3][CH:2]=1.OOS([O-])=O.[K+].[O-:15]S([O-])=O.[Na+].[Na+].C[CH2:22][O:23][C:24]([CH3:26])=[O:25].[CH3:27][OH:28]. The yield is 0.300. The catalyst is O=[Os](=O)(=O)=O. The product is [CH3:27][O:28][C:1](=[O:15])[CH2:2][CH2:3][CH2:4][CH2:5][CH2:6][CH2:26][C:24]([O:23][CH3:22])=[O:25]. (3) The reactants are C[Si]([C:5]#[N:6])(C)C.[C:7]([O:11][C:12]([N:14]1[CH2:19][CH2:18][N:17]([C:20]2[CH:25]=[CH:24][C:23]([NH2:26])=[CH:22][CH:21]=2)[CH2:16][CH2:15]1)=[O:13])([CH3:10])([CH3:9])[CH3:8].[C:27]1(=O)[CH2:30][CH2:29][CH2:28]1.S([O-])([O-])(=O)=O.[Na+].[Na+]. The catalyst is ClCCl.CC(C)=O. The product is [C:7]([O:11][C:12]([N:14]1[CH2:19][CH2:18][N:17]([C:20]2[CH:21]=[CH:22][C:23]([NH:26][C:27]3([C:5]#[N:6])[CH2:30][CH2:29][CH2:28]3)=[CH:24][CH:25]=2)[CH2:16][CH2:15]1)=[O:13])([CH3:10])([CH3:8])[CH3:9]. The yield is 0.840. (4) The reactants are [Br:1][C:2]1[CH:3]=[C:4]2[C:8](=[N:9][CH:10]=1)[NH:7][CH:6]=[CH:5]2.[F:11][CH:12]([F:26])[O:13][C:14]1[CH:15]=[C:16]([CH:19]=[C:20]([O:22][CH:23]([F:25])[F:24])[CH:21]=1)[CH:17]=[O:18].[OH-].[K+].O. The catalyst is CO. The product is [F:11][CH:12]([F:26])[O:13][C:14]1[CH:15]=[C:16]([CH:17]([C:5]2[C:4]3[C:8](=[N:9][CH:10]=[C:2]([Br:1])[CH:3]=3)[NH:7][CH:6]=2)[OH:18])[CH:19]=[C:20]([O:22][CH:23]([F:24])[F:25])[CH:21]=1. The yield is 0.350. (5) The reactants are [N:1]12[CH2:8][CH2:7][C:4]([C:9]([C:17]3[CH:22]=[CH:21][CH:20]=[CH:19][CH:18]=3)([C:11]3[CH:16]=[CH:15][CH:14]=[CH:13][CH:12]=3)[OH:10])([CH2:5][CH2:6]1)[CH2:3][CH2:2]2.[CH3:23][O:24][CH2:25][CH2:26][Br:27]. The catalyst is CC#N. The product is [Br-:27].[OH:10][C:9]([C:17]1[CH:22]=[CH:21][CH:20]=[CH:19][CH:18]=1)([C:11]1[CH:12]=[CH:13][CH:14]=[CH:15][CH:16]=1)[C:4]12[CH2:5][CH2:6][N+:1]([CH2:26][CH2:25][O:24][CH3:23])([CH2:2][CH2:3]1)[CH2:8][CH2:7]2. The yield is 0.428. (6) The reactants are [Br:1][C:2]1[CH:7]=[CH:6][C:5]([NH:8][C:9]2[C:17]([C:18]3[O:22][CH:21]=[N:20][CH:19]=3)=[CH:16][C:12]3[NH:13][CH:14]=[N:15][C:11]=3[C:10]=2[F:23])=[C:4]([Cl:24])[CH:3]=1.[Br:25][C:26]1[CH:31]=[CH:30][C:29]([NH:32][C:33]2[C:34]([CH:49]=[O:50])=[CH:35][C:36]3[N:40]([CH2:41][CH2:42][S:43]([CH3:46])(=[O:45])=[O:44])[CH:39]=[N:38][C:37]=3[C:47]=2[F:48])=[C:28]([Cl:51])[CH:27]=1.C([O-])([O-])=O.[K+].[K+].S([CH2:68][N+:69]#[C-:70])(C1C=CC(C)=CC=1)(=O)=O. The catalyst is CO. The product is [Br:1][C:2]1[CH:7]=[CH:6][C:5]([NH:8][C:9]2[C:17]([C:18]3[O:22][CH:21]=[N:20][CH:19]=3)=[CH:16][C:12]3[NH:13][CH:14]=[N:15][C:11]=3[C:10]=2[F:23])=[C:4]([Cl:24])[CH:3]=1.[Br:25][C:26]1[CH:31]=[CH:30][C:29]([NH:32][C:33]2[C:34]([C:49]3[O:50][CH:70]=[N:69][CH:68]=3)=[CH:35][C:36]3[N:40]([CH2:41][CH2:42][S:43]([CH3:46])(=[O:45])=[O:44])[CH:39]=[N:38][C:37]=3[C:47]=2[F:48])=[C:28]([Cl:51])[CH:27]=1. The yield is 0.180.